From a dataset of Catalyst prediction with 721,799 reactions and 888 catalyst types from USPTO. Predict which catalyst facilitates the given reaction. (1) Reactant: [Cl:1][C:2]1[CH:3]=[C:4]([C@@H:12]([CH2:26][CH:27]2[CH2:31][CH2:30][CH2:29][CH2:28]2)[C:13]([NH:15][C:16]2[CH:21]=[N:20][C:19]([CH:22]([C:24]#[N:25])[OH:23])=[CH:18][N:17]=2)=[O:14])[CH:5]=[CH:6][C:7]=1[S:8]([CH3:11])(=[O:10])=[O:9].C(=O)([O-])[O-:33].[K+].[K+].OO. Product: [C:24]([CH:22]([OH:23])[C:19]1[N:20]=[CH:21][C:16]([NH:15][C:13](=[O:14])[C@@H:12]([C:4]2[CH:5]=[CH:6][C:7]([S:8]([CH3:11])(=[O:9])=[O:10])=[C:2]([Cl:1])[CH:3]=2)[CH2:26][CH:27]2[CH2:31][CH2:30][CH2:29][CH2:28]2)=[N:17][CH:18]=1)(=[O:33])[NH2:25]. The catalyst class is: 16. (2) Reactant: [NH2:1][C:2]1[N:7]=[CH:6][N:5]=[C:4]2[N:8]([CH:12]([C:14]3[CH:21]=[C:20]([Cl:22])[C:17]([C:18]#[N:19])=[C:16]([CH:23]4[CH2:26][NH:25][CH2:24]4)[C:15]=3[O:27][CH3:28])[CH3:13])[N:9]=[C:10]([CH3:11])[C:3]=12.C(N(CC)CC)C.[C:36](Cl)(=[O:38])[CH3:37]. The catalyst class is: 83. Product: [C:36]([N:25]1[CH2:24][CH:23]([C:16]2[C:15]([O:27][CH3:28])=[C:14]([CH:12]([N:8]3[C:4]4=[N:5][CH:6]=[N:7][C:2]([NH2:1])=[C:3]4[C:10]([CH3:11])=[N:9]3)[CH3:13])[CH:21]=[C:20]([Cl:22])[C:17]=2[C:18]#[N:19])[CH2:26]1)(=[O:38])[CH3:37]. (3) Product: [Cl:42][C:41]1[CH:40]=[CH:39][CH:38]=[C:37]([Cl:43])[C:36]=1[C:29]1[C:28]([CH2:27][O:1][C:2]2[CH:3]=[CH:4][C:5]([C:8]3[CH:17]=[C:16]4[C:11]([C:12]([C:22]([O:24][CH3:25])=[O:23])=[CH:13][C:14]([C:18]([O:20][CH3:21])=[O:19])=[N:15]4)=[CH:10][CH:9]=3)=[CH:6][CH:7]=2)=[C:32]([CH:33]([CH3:35])[CH3:34])[O:31][N:30]=1. Reactant: [OH:1][C:2]1[CH:7]=[CH:6][C:5]([C:8]2[CH:17]=[C:16]3[C:11]([C:12]([C:22]([O:24][CH3:25])=[O:23])=[CH:13][C:14]([C:18]([O:20][CH3:21])=[O:19])=[N:15]3)=[CH:10][CH:9]=2)=[CH:4][CH:3]=1.Cl[CH2:27][C:28]1[C:29]([C:36]2[C:41]([Cl:42])=[CH:40][CH:39]=[CH:38][C:37]=2[Cl:43])=[N:30][O:31][C:32]=1[CH:33]([CH3:35])[CH3:34].C([O-])([O-])=O.[K+].[K+].CCOC(C)=O. The catalyst class is: 3. (4) Reactant: [NH2:1][C:2]12[C:20](=[O:21])[C:19]3[C:14](=[C:15]([N+:22]([O-:24])=[O:23])[CH:16]=[CH:17][CH:18]=3)[C:3]1([OH:25])[O:4][C:5]1[CH:10]=[C:9]([CH:11]([CH3:13])[CH3:12])[CH:8]=[CH:7][C:6]=12.[C:26](O)(=[O:30])[C:27]([CH3:29])=[O:28].P(Cl)(Cl)(Cl)=O. Product: [OH:25][C:3]12[C:14]3[C:19](=[CH:18][CH:17]=[CH:16][C:15]=3[N+:22]([O-:24])=[O:23])[C:20](=[O:21])[C:2]1([NH:1][C:26](=[O:30])[C:27](=[O:28])[CH3:29])[C:6]1[CH:7]=[CH:8][C:9]([CH:11]([CH3:12])[CH3:13])=[CH:10][C:5]=1[O:4]2. The catalyst class is: 1. (5) Reactant: C([N:8]1[CH2:13][CH2:12][N:11]([CH2:14][C:15]([NH2:17])=[O:16])[C@H:10]([CH3:18])[CH2:9]1)(OC(C)(C)C)=O.[ClH:19]. Product: [ClH:19].[CH3:18][C@@H:10]1[CH2:9][NH:8][CH2:13][CH2:12][N:11]1[CH2:14][C:15]([NH2:17])=[O:16]. The catalyst class is: 12. (6) Reactant: [C:1]([O:5][C:6](=[O:41])[CH:7]([NH:13][C:14](=[O:40])[CH2:15][CH2:16][CH2:17][CH2:18][CH2:19][CH2:20][CH2:21][CH2:22][CH2:23][CH2:24][CH2:25][CH2:26][CH2:27][CH2:28][CH2:29][CH2:30][CH2:31][CH2:32][C:33]([O:35][C:36]([CH3:39])([CH3:38])[CH3:37])=[O:34])[CH2:8][CH2:9][C:10]([OH:12])=[O:11])([CH3:4])([CH3:3])[CH3:2].CCN(C(C)C)C(C)C.[B-](F)(F)(F)F.CN(C(O[N:64]1[C:69](=[O:70])[CH2:68][CH2:67][C:65]1=[O:66])=[N+](C)C)C. Product: [O:66]=[C:65]1[CH2:67][CH2:68][C:69](=[O:70])[N:64]1[O:11][C:10](=[O:12])[CH2:9][CH2:8][CH:7]([NH:13][C:14](=[O:40])[CH2:15][CH2:16][CH2:17][CH2:18][CH2:19][CH2:20][CH2:21][CH2:22][CH2:23][CH2:24][CH2:25][CH2:26][CH2:27][CH2:28][CH2:29][CH2:30][CH2:31][CH2:32][C:33]([O:35][C:36]([CH3:39])([CH3:38])[CH3:37])=[O:34])[C:6]([O:5][C:1]([CH3:4])([CH3:2])[CH3:3])=[O:41]. The catalyst class is: 577. (7) Reactant: [CH:1]1([C@@:4]2([CH3:28])[CH2:8][O:7][C:6](=[O:9])[N:5]2[C:10]2[CH:15]=[CH:14][N:13]=[C:12]([NH:16][C@H:17]([C:19]3[CH:26]=[CH:25][C:22]([CH:23]=O)=[C:21]([F:27])[CH:20]=3)[CH3:18])[N:11]=2)[CH2:3][CH2:2]1.[CH3:29][N:30]([CH3:37])[CH:31]1[CH2:36][CH2:35][NH:34][CH2:33][CH2:32]1.C(O)(=O)C. Product: [CH:1]1([C@@:4]2([CH3:28])[CH2:8][O:7][C:6](=[O:9])[N:5]2[C:10]2[CH:15]=[CH:14][N:13]=[C:12]([NH:16][C@H:17]([C:19]3[CH:26]=[CH:25][C:22]([CH2:23][N:34]4[CH2:35][CH2:36][CH:31]([N:30]([CH3:37])[CH3:29])[CH2:32][CH2:33]4)=[C:21]([F:27])[CH:20]=3)[CH3:18])[N:11]=2)[CH2:2][CH2:3]1. The catalyst class is: 24.